From a dataset of Full USPTO retrosynthesis dataset with 1.9M reactions from patents (1976-2016). Predict the reactants needed to synthesize the given product. (1) The reactants are: F[P-](F)(F)(F)(F)F.[N:8]1(O[P+](N2CCCC2)(N2CCCC2)N2CCCC2)[C:12]2C=CC=C[C:11]=2N=N1.C(N(CC)C(C)C)(C)C.[Cl:43][C:44]1[N:49]=[CH:48][C:47]([CH2:50][N:51]2[C:55]([CH3:56])=[CH:54][C:53](/[C:57](/[F:72])=[CH:58]/[C:59]3[CH:64]=[CH:63][C:62]([S:65][C:66]([CH3:71])([CH3:70])[C:67]([OH:69])=O)=[CH:61][CH:60]=3)=[N:52]2)=[CH:46][CH:45]=1.C(N)C. Given the product [Cl:43][C:44]1[N:49]=[CH:48][C:47]([CH2:50][N:51]2[C:55]([CH3:56])=[CH:54][C:53](/[C:57](/[F:72])=[CH:58]/[C:59]3[CH:60]=[CH:61][C:62]([S:65][C:66]([CH3:71])([CH3:70])[C:67]([NH:8][CH2:12][CH3:11])=[O:69])=[CH:63][CH:64]=3)=[N:52]2)=[CH:46][CH:45]=1, predict the reactants needed to synthesize it. (2) The reactants are: [Li].C1COCC1.C([O:14][CH2:15][C@@H:16]([CH3:33])[CH2:17]/[CH:18]=[CH:19]/[C@H:20]([CH3:32])[C@@H:21]([O:24][Si:25]([CH2:30][CH3:31])([CH2:28][CH3:29])[CH2:26][CH3:27])[CH2:22][CH3:23])C1C=CC=CC=1.[Cl-].[NH4+]. Given the product [CH3:33][C@@H:16]([CH2:17]/[CH:18]=[CH:19]/[C@H:20]([CH3:32])[C@@H:21]([O:24][Si:25]([CH2:28][CH3:29])([CH2:30][CH3:31])[CH2:26][CH3:27])[CH2:22][CH3:23])[CH2:15][OH:14], predict the reactants needed to synthesize it. (3) Given the product [CH3:8][C:9]1([CH2:32][C:33]2[CH:38]=[C:37]([F:39])[CH:36]=[C:35]([F:40])[C:34]=2[F:41])[C:18]2[C:13](=[CH:14][CH:15]=[C:16]([C:19]3[CH:24]=[CH:23][CH:22]=[C:21]([O:25][CH2:26][C:27]([F:29])([F:28])[F:30])[CH:20]=3)[CH:17]=2)[C:12](=[O:43])[NH:11][C:10]1=[O:31], predict the reactants needed to synthesize it. The reactants are: C1(C)C=CC=CC=1.[CH3:8][C:9]1([CH2:32][C:33]2[CH:38]=[C:37]([F:39])[CH:36]=[C:35]([F:40])[C:34]=2[F:41])[C:18]2[C:13](=[CH:14][CH:15]=[C:16]([C:19]3[CH:24]=[CH:23][CH:22]=[C:21]([O:25][CH2:26][C:27]([F:30])([F:29])[F:28])[CH:20]=3)[CH:17]=2)[CH2:12][NH:11][C:10]1=[O:31].P([O-])([O-])([O-])=[O:43].[K+].[K+].[K+].IC1N=CN(C)C=1.